Dataset: Forward reaction prediction with 1.9M reactions from USPTO patents (1976-2016). Task: Predict the product of the given reaction. (1) The product is: [CH2:12]([N:10]1[CH:4]([CH3:3])[CH2:5][CH2:6][CH2:7][CH2:8][C:9]1=[O:11])[C:13]1[CH:18]=[CH:17][CH:16]=[CH:15][CH:14]=1. Given the reactants [H-].[Na+].[CH3:3][CH:4]1[NH:10][C:9](=[O:11])[CH2:8][CH2:7][CH2:6][CH2:5]1.[CH2:12](Br)[C:13]1[CH:18]=[CH:17][CH:16]=[CH:15][CH:14]=1, predict the reaction product. (2) Given the reactants [CH3:1][O:2][C:3]1[CH:12]=[C:11]2[C:6]([N:7]=[CH:8][C:9](=[O:26])[N:10]2[CH2:13][CH2:14][N:15]2[CH2:20][CH2:19][C:18](=O)[CH2:17][CH:16]2[C:22]([O:24][CH3:25])=[O:23])=[CH:5][CH:4]=1.[O:27]1[C:36]2[CH:35]=[C:34]([CH2:37][NH2:38])[N:33]=[CH:32][C:31]=2[O:30][CH2:29][CH2:28]1.C(O[BH-](OC(=O)C)OC(=O)C)(=O)C.[Na+].C(=O)([O-])O.[Na+], predict the reaction product. The product is: [O:27]1[C:36]2[CH:35]=[C:34]([CH2:37][NH:38][CH:18]3[CH2:19][CH2:20][N:15]([CH2:14][CH2:13][N:10]4[C:11]5[C:6](=[CH:5][CH:4]=[C:3]([O:2][CH3:1])[CH:12]=5)[N:7]=[CH:8][C:9]4=[O:26])[CH:16]([C:22]([O:24][CH3:25])=[O:23])[CH2:17]3)[N:33]=[CH:32][C:31]=2[O:30][CH2:29][CH2:28]1. (3) Given the reactants [CH2:1]([C:4]1[C:8]([CH2:9][CH2:10][CH2:11][CH:12]=[O:13])=[CH:7][N:6]([C:14]2[CH:19]=[CH:18][C:17]([C:20]([F:23])([F:22])[F:21])=[CH:16][N:15]=2)[N:5]=1)[CH2:2][CH3:3].CO.[BH4-].[Na+].Cl, predict the reaction product. The product is: [CH2:1]([C:4]1[C:8]([CH2:9][CH2:10][CH2:11][CH2:12][OH:13])=[CH:7][N:6]([C:14]2[CH:19]=[CH:18][C:17]([C:20]([F:21])([F:23])[F:22])=[CH:16][N:15]=2)[N:5]=1)[CH2:2][CH3:3].